This data is from Reaction yield outcomes from USPTO patents with 853,638 reactions. The task is: Predict the reaction yield, written as a fraction of the theoretical maximum amount of product (1.0 means a 100% yield; for example, 0.34 means a 34% yield). (1) No catalyst specified. The reactants are Cl[C:2]1[CH:9]=[CH:8][C:5]([C:6]#[N:7])=[CH:4][C:3]=1[N+:10]([O-:12])=[O:11].[C:13]([NH:20][CH:21]1[CH2:26][CH2:25][CH2:24][NH:23][CH2:22]1)([O:15][C:16]([CH3:19])([CH3:18])[CH3:17])=[O:14].CCN(C(C)C)C(C)C. The product is [C:6]([C:5]1[CH:8]=[CH:9][C:2]([N:23]2[CH2:24][CH2:25][CH2:26][CH:21]([NH:20][C:13](=[O:14])[O:15][C:16]([CH3:18])([CH3:17])[CH3:19])[CH2:22]2)=[C:3]([N+:10]([O-:12])=[O:11])[CH:4]=1)#[N:7]. The yield is 0.950. (2) The catalyst is C(Cl)Cl. The reactants are C(Cl)(=O)C(Cl)=O.CS(C)=O.[CH:11]1([CH:16]([N:20]2[CH:24]=[C:23]([C:25]3[C:26]4[CH:33]=[CH:32][N:31]([CH2:34][O:35][CH2:36][CH2:37][Si:38]([CH3:41])([CH3:40])[CH3:39])[C:27]=4[N:28]=[CH:29][N:30]=3)[CH:22]=[N:21]2)[CH2:17][CH2:18][OH:19])[CH2:15][CH2:14][CH2:13][CH2:12]1.O. The product is [CH:11]1([CH:16]([N:20]2[CH:24]=[C:23]([C:25]3[C:26]4[CH:33]=[CH:32][N:31]([CH2:34][O:35][CH2:36][CH2:37][Si:38]([CH3:39])([CH3:41])[CH3:40])[C:27]=4[N:28]=[CH:29][N:30]=3)[CH:22]=[N:21]2)[CH2:17][CH:18]=[O:19])[CH2:15][CH2:14][CH2:13][CH2:12]1. The yield is 0.820. (3) The reactants are Br[CH2:2][CH2:3][CH2:4][C:5]([O:7][CH2:8][CH3:9])=[O:6].[CH2:10]([NH:17][CH2:18][C:19]1[CH:24]=[CH:23][CH:22]=[CH:21][CH:20]=1)[C:11]1[CH:16]=[CH:15][CH:14]=[CH:13][CH:12]=1.C(=O)([O-])[O-].[K+].[K+]. The catalyst is CN(C)C=O.O. The product is [CH2:18]([N:17]([CH2:10][C:11]1[CH:16]=[CH:15][CH:14]=[CH:13][CH:12]=1)[CH2:2][CH2:3][CH2:4][C:5]([O:7][CH2:8][CH3:9])=[O:6])[C:19]1[CH:24]=[CH:23][CH:22]=[CH:21][CH:20]=1. The yield is 0.640. (4) The reactants are Cl[C:2]1[CH:7]=[C:6]([Cl:8])[CH:5]=[CH:4][C:3]=1/[C:9](=[N:19]/[OH:20])/[CH:10]1[CH2:15][CH2:14][N:13]([C:16](=[O:18])[CH3:17])[CH2:12][CH2:11]1.CC(C)([O-])C.[K+]. The catalyst is C1COCC1. The product is [Cl:8][C:6]1[CH:5]=[CH:4][C:3]2[C:9]([CH:10]3[CH2:15][CH2:14][N:13]([C:16](=[O:18])[CH3:17])[CH2:12][CH2:11]3)=[N:19][O:20][C:2]=2[CH:7]=1. The yield is 0.750. (5) The reactants are [C:1]1([N:7]([CH2:30][CH2:31][C:32]2[NH:36][N:35]=[N:34][N:33]=2)[C:8]([C:10]2[CH:29]=[CH:28][C:13]3[N:14]([CH3:27])[C:15]([CH2:17][NH:18][C:19]4[CH:24]=[CH:23][C:22]([C:25]#[N:26])=[CH:21][CH:20]=4)=[N:16][C:12]=3[CH:11]=2)=[O:9])[CH:6]=[CH:5][CH:4]=[CH:3][CH:2]=1.[ClH:37].C(=O)([O-])[O-].[NH4+:42].[NH4+]. The catalyst is C(O)C. The product is [ClH:37].[C:1]1([N:7]([CH2:30][CH2:31][C:32]2[NH:36][N:35]=[N:34][N:33]=2)[C:8]([C:10]2[CH:29]=[CH:28][C:13]3[N:14]([CH3:27])[C:15]([CH2:17][NH:18][C:19]4[CH:20]=[CH:21][C:22]([C:25](=[NH:42])[NH2:26])=[CH:23][CH:24]=4)=[N:16][C:12]=3[CH:11]=2)=[O:9])[CH:6]=[CH:5][CH:4]=[CH:3][CH:2]=1. The yield is 0.290.